This data is from Reaction yield outcomes from USPTO patents with 853,638 reactions. The task is: Predict the reaction yield, written as a fraction of the theoretical maximum amount of product (1.0 means a 100% yield; for example, 0.34 means a 34% yield). (1) The reactants are [Cl:1][C:2]1[CH:10]=[CH:9][CH:8]=[CH:7][C:3]=1[C:4]([NH2:6])=[O:5].[C:11](Cl)(=[O:15])C(Cl)=O.[CH:17]([S:19]([C:22]1[CH:31]=[CH:30][C:25]2[N:26]=[C:27]([NH2:29])[S:28][C:24]=2[CH:23]=1)(=[O:21])=[O:20])=[CH2:18]. The catalyst is C1COCC1. The product is [Cl:1][C:2]1[CH:10]=[CH:9][CH:8]=[CH:7][C:3]=1[C:4]([NH:6][C:11](=[O:15])[NH:29][C:27]1[S:28][C:24]2[CH:23]=[C:22]([S:19]([CH:17]=[CH2:18])(=[O:21])=[O:20])[CH:31]=[CH:30][C:25]=2[N:26]=1)=[O:5]. The yield is 0.710. (2) The reactants are [OH:1][C:2]1[C:7]2[CH:8]=[CH:9][C:10]([OH:12])=[CH:11][C:6]=2[O:5][C:4](=[O:13])[CH:3]=1.[N+:14]([C:17]1[CH:18]=[C:19]([CH:22]=[CH:23][CH:24]=1)[CH:20]=O)([O-:16])=[O:15].C(N(CC)CC)C.C(O)=O.Cl. The catalyst is C(OCC)(=O)C. The product is [OH:1][C:2]1[C:7]2[CH:8]=[CH:9][C:10]([OH:12])=[CH:11][C:6]=2[O:5][C:4](=[O:13])[C:3]=1[CH2:20][C:19]1[CH:22]=[CH:23][CH:24]=[C:17]([N+:14]([O-:16])=[O:15])[CH:18]=1. The yield is 0.340.